Dataset: Kinase inhibitor bioactivity data combining Ki, Kd, and IC50 measurements. Task: Regression. Given a target protein amino acid sequence and a drug SMILES string, predict the binding affinity score between them. We predict KIBA score (integrated kinase binding score). Dataset: kiba. (1) The compound is Cc1cccc(NC(=O)Nc2ccc(-c3csc4nc(N)nc(N)c34)cc2)c1. The target protein (P51957) has sequence MPLAAYCYLRVVGKGSYGEVTLVKHRRDGKQYVIKKLNLRNASSRERRAAEQEAQLLSQLKHPNIVTYKESWEGGDGLLYIVMGFCEGGDLYRKLKEQKGQLLPENQVVEWFVQIAMALQYLHEKHILHRDLKTQNVFLTRTNIIKVGDLGIARVLENHCDMASTLIGTPYYMSPELFSNKPYNYKSDVWALGCCVYEMATLKHAFNAKDMNSLVYRIIEGKLPPMPRDYSPELAELIRTMLSKRPEERPSVRSILRQPYIKRQISFFLEATKIKTSKNNIKNGDSQSKPFATVVSGEAESNHEVIHPQPLSSEGSQTYIMGEGKCLSQEKPRASGLLKSPASLKAHTCKQDLSNTTELATISSVNIDILPAKGRDSVSDGFVQENQPRYLDASNELGGICSISQVEEEMLQDNTKSSAQPENLIPMWSSDIVTGEKNEPVKPLQPLIKEQKPKDQSLALSPKLECSGTILAHSNLRLLGSSDSPASASRVAGITGVCHH.... The KIBA score is 11.3. (2) The compound is COc1cc(C=C2SC(=O)NC2=O)ccc1O. The target protein (P51955) has sequence MPSRAEDYEVLYTIGTGSYGRCQKIRRKSDGKILVWKELDYGSMTEAEKQMLVSEVNLLRELKHPNIVRYYDRIIDRTNTTLYIVMEYCEGGDLASVITKGTKERQYLDEEFVLRVMTQLTLALKECHRRSDGGHTVLHRDLKPANVFLDGKQNVKLGDFGLARILNHDTSFAKTFVGTPYYMSPEQMNRMSYNEKSDIWSLGCLLYELCALMPPFTAFSQKELAGKIREGKFRRIPYRYSDELNEIITRMLNLKDYHRPSVEEILENPLIADLVADEQRRNLERRGRQLGEPEKSQDSSPVLSELKLKEIQLQERERALKAREERLEQKEQELCVRERLAEDKLARAENLLKNYSLLKERKFLSLASNPELLNLPSSVIKKKVHFSGESKENIMRSENSESQLTSKSKCKDLKKRLHAAQLRAQALSDIEKNYQLKSRQILGMR. The KIBA score is 11.1. (3) The compound is Cc1[nH]nc2ccc(-c3cncc(OCC(N)Cc4ccc(Cl)c(Cl)c4)c3)cc12. The target protein (O43293) has sequence MSTFRQEDVEDHYEMGEELGSGQFAIVRKCRQKGTGKEYAAKFIKKRRLSSSRRGVSREEIEREVNILREIRHPNIITLHDIFENKTDVVLILELVSGGELFDFLAEKESLTEDEATQFLKQILDGVHYLHSKRIAHFDLKPENIMLLDKNVPNPRIKLIDFGIAHKIEAGNEFKNIFGTPEFVAPEIVNYEPLGLEADMWSIGVITYILLSGASPFLGETKQETLTNISAVNYDFDEEYFSNTSELAKDFIRRLLVKDPKRRMTIAQSLEHSWIKAIRRRNVRGEDSGRKPERRRLKTTRLKEYTIKSHSSLPPNNSYADFERFSKVLEEAAAAEEGLRELQRSRRLCHEDVEALAAIYEEKEAWYREESDSLGQDLRRLRQELLKTEALKRQAQEEAKGALLGTSGLKRRFSRLENRYEALAKQVASEMRFVQDLVRALEQEKLQGVECGLR. The KIBA score is 13.0. (4) The drug is Oc1ccc(-c2cnn3cc(-c4ccc(OCCN5CCOCC5)cc4)cnc23)cc1O. The target protein (Q9Y478) has sequence MGNTSSERAALERHGGHKTPRRDSSGGTKDGDRPKILMDSPEDADLFHSEEIKAPEKEEFLAWQHDLEVNDKAPAQARPTVFRWTGGGKEVYLSGSFNNWSKLPLTRSHNNFVAILDLPEGEHQYKFFVDGQWTHDPSEPIVTSQLGTVNNIIQVKKTDFEVFDALMVDSQKCSDVSELSSSPPGPYHQEPYVCKPEERFRAPPILPPHLLQVILNKDTGISCDPALLPEPNHVMLNHLYALSIKDGVMVLSATHRYKKKYVTTLLYKPI. The KIBA score is 12.1.